Predict which catalyst facilitates the given reaction. From a dataset of Catalyst prediction with 721,799 reactions and 888 catalyst types from USPTO. (1) Reactant: C1(O[C:8]#[N:9])C=CC=CC=1.[F:10][C:11]1[CH:16]=[CH:15][CH:14]=[CH:13][C:12]=1[C:17]1[CH:26]=[N:25][CH:24]=[C:23]([NH:27][C:28]2[CH:33]=[CH:32][C:31]([I:34])=[CH:30][C:29]=2[F:35])[C:18]=1[C:19]([NH:21][NH2:22])=[O:20]. Product: [NH2:9][C:8]1[O:20][C:19]([C:18]2[C:17]([C:12]3[CH:13]=[CH:14][CH:15]=[CH:16][C:11]=3[F:10])=[CH:26][N:25]=[CH:24][C:23]=2[NH:27][C:28]2[CH:33]=[CH:32][C:31]([I:34])=[CH:30][C:29]=2[F:35])=[N:21][N:22]=1. The catalyst class is: 16. (2) Reactant: [N:1]1[CH:6]=[CH:5][CH:4]=[CH:3][C:2]=1[C:7]([NH:9][C:10]12[CH2:19][CH:14]3[CH2:15][CH:16]([CH2:18][C:12](C(O)=O)([CH2:13]3)[CH2:11]1)[CH2:17]2)=[O:8].C([N:25](CC)CC)C.C1C=CC(OP(OC2C=CC=CC=2)(N=[N+]=[N-])=O)=CC=1.Cl.C(=O)([O-])[O-].[Na+].[Na+]. Product: [NH2:25][C:12]12[CH2:13][CH:14]3[CH2:15][CH:16]([CH2:17][C:10]([NH:9][C:7]([C:2]4[CH:3]=[CH:4][CH:5]=[CH:6][N:1]=4)=[O:8])([CH2:19]3)[CH2:11]1)[CH2:18]2. The catalyst class is: 11. (3) Reactant: [NH2:1][CH2:2][CH2:3][NH:4][C:5]1[N:6]=[C:7]([C:24]2[CH:29]=[CH:28][CH:27]=[CH:26][C:25]=2[CH3:30])[C:8]2[CH:14]=[CH:13][C:12](=[O:15])[N:11]([C:16]3[C:21]([F:22])=[CH:20][CH:19]=[CH:18][C:17]=3[F:23])[C:9]=2[N:10]=1.C1C=CC(O[C:38](OC2C=CC=CC=2)=[N:39][C:40]#[N:41])=CC=1.[NH3:49]. The catalyst class is: 32. Product: [C:38]([NH:39][C:40]([NH:1][CH2:2][CH2:3][NH:4][C:5]1[N:6]=[C:7]([C:24]2[CH:29]=[CH:28][CH:27]=[CH:26][C:25]=2[CH3:30])[C:8]2[CH:14]=[CH:13][C:12](=[O:15])[N:11]([C:16]3[C:21]([F:22])=[CH:20][CH:19]=[CH:18][C:17]=3[F:23])[C:9]=2[N:10]=1)=[NH:41])#[N:49]. (4) Reactant: [CH3:1][C:2]1[N:7]=[CH:6][C:5]([CH2:8][CH2:9][N:10]([C:12]2[CH:17]=[CH:16][C:15]([CH3:18])=[CH:14][CH:13]=2)[NH2:11])=[CH:4][CH:3]=1.[CH3:19][N:20]1[CH2:25][CH2:24][C:23](=O)[CH2:22][CH2:21]1. Product: [CH3:19][N:20]1[CH2:25][CH2:24][C:23](=[N:11][N:10]([CH2:9][CH2:8][C:5]2[CH:6]=[N:7][C:2]([CH3:1])=[CH:3][CH:4]=2)[C:12]2[CH:13]=[CH:14][C:15]([CH3:18])=[CH:16][CH:17]=2)[CH2:22][CH2:21]1. The catalyst class is: 48. (5) Reactant: [C:1]1(=[O:14])[C:6]2=[CH:7][C:8]3[CH2:9][CH2:10][CH2:11][CH2:12][C:13]=3[N:5]2[CH2:4][CH2:3][NH:2]1.[Br:15]N1C(=O)CCC1=O. Product: [Br:15][C:7]1[C:8]2[CH2:9][CH2:10][CH2:11][CH2:12][C:13]=2[N:5]2[CH2:4][CH2:3][NH:2][C:1](=[O:14])[C:6]=12. The catalyst class is: 35. (6) Reactant: [NH2:1][C:2]1[S:3][CH:4]=[C:5]([C:7]([O:9][CH2:10][CH3:11])=[O:8])[N:6]=1.C1C(=O)N([I:19])C(=O)C1. Product: [NH2:1][C:2]1[S:3][C:4]([I:19])=[C:5]([C:7]([O:9][CH2:10][CH3:11])=[O:8])[N:6]=1. The catalyst class is: 96. (7) Reactant: [F:1][C:2]([F:17])([F:16])[C:3]([NH:5][C:6]1[CH:15]=[CH:14][C:9]2[N:10]=[C:11]([CH3:13])[O:12][C:8]=2[CH:7]=1)=[O:4].[C:18]([O-])([O-])=O.[K+].[K+].IC. Product: [F:17][C:2]([F:1])([F:16])[C:3]([N:5]([CH3:18])[C:6]1[CH:15]=[CH:14][C:9]2[N:10]=[C:11]([CH3:13])[O:12][C:8]=2[CH:7]=1)=[O:4]. The catalyst class is: 18.